Dataset: TCR-epitope binding with 47,182 pairs between 192 epitopes and 23,139 TCRs. Task: Binary Classification. Given a T-cell receptor sequence (or CDR3 region) and an epitope sequence, predict whether binding occurs between them. (1) The epitope is IIKDYGKQM. The TCR CDR3 sequence is CASSLGLAGAPYEQYF. Result: 0 (the TCR does not bind to the epitope). (2) The epitope is ALSKGVHFV. The TCR CDR3 sequence is CASSFGAMEQFF. Result: 0 (the TCR does not bind to the epitope). (3) The epitope is KAYNVTQAF. The TCR CDR3 sequence is CASSLGQRNTIYF. Result: 1 (the TCR binds to the epitope). (4) The epitope is AVFDRKSDAK. The TCR CDR3 sequence is CASSPDGRSGLETQYF. Result: 1 (the TCR binds to the epitope). (5) The epitope is KLSYGIATV. The TCR CDR3 sequence is CASSGTGIWDSPLHF. Result: 1 (the TCR binds to the epitope). (6) The epitope is AVFDRKSDAK. The TCR CDR3 sequence is CASSLVTGGRGYTF. Result: 1 (the TCR binds to the epitope). (7) The epitope is GLCTLVAML. The TCR CDR3 sequence is CSYAAGVNEQFF. Result: 1 (the TCR binds to the epitope). (8) The epitope is FTISVTTEIL. The TCR CDR3 sequence is CASSQGTSGVMNTEAFF. Result: 1 (the TCR binds to the epitope). (9) The epitope is GMFNMLSTVLGVS. The TCR CDR3 sequence is CAWKSRLAGNTGELFF. Result: 1 (the TCR binds to the epitope). (10) The epitope is RLFRKSNLK. The TCR CDR3 sequence is CASSEPGQGYTGELFF. Result: 0 (the TCR does not bind to the epitope).